This data is from Forward reaction prediction with 1.9M reactions from USPTO patents (1976-2016). The task is: Predict the product of the given reaction. (1) Given the reactants Cl[C:2]1[N:11]=[C:10]([N:12]([C:14]2[CH:15]=[N:16][C:17]([O:20][CH3:21])=[CH:18][CH:19]=2)[CH3:13])[C:9]2[C:4](=[CH:5][CH:6]=[CH:7][CH:8]=2)[N:3]=1.[CH3:22][NH2:23].C1COCC1, predict the reaction product. The product is: [CH3:22][NH:23][C:2]1[N:11]=[C:10]([N:12]([C:14]2[CH:15]=[N:16][C:17]([O:20][CH3:21])=[CH:18][CH:19]=2)[CH3:13])[C:9]2[C:4](=[CH:5][CH:6]=[CH:7][CH:8]=2)[N:3]=1. (2) Given the reactants [S:1]1[C:5]2[CH:6]=[CH:7][C:8]([CH2:10][CH2:11][O:12][CH2:13][CH2:14][C:15]([OH:17])=O)=[CH:9][C:4]=2[CH:3]=[CH:2]1.S(Cl)(Cl)=O.S1C2C=CC(CCOCCC[N:37]3[CH2:40][CH:39]([OH:41])[CH2:38]3)=CC=2C=C1.[OH-].[Na+], predict the reaction product. The product is: [S:1]1[C:5]2[CH:6]=[CH:7][C:8]([CH2:10][CH2:11][O:12][CH2:13][CH2:14][C:15]([N:37]3[CH2:40][CH:39]([OH:41])[CH2:38]3)=[O:17])=[CH:9][C:4]=2[CH:3]=[CH:2]1.